From a dataset of Experimentally validated miRNA-target interactions with 360,000+ pairs, plus equal number of negative samples. Binary Classification. Given a miRNA mature sequence and a target amino acid sequence, predict their likelihood of interaction. The miRNA is hsa-miR-610 with sequence UGAGCUAAAUGUGUGCUGGGA. The protein sequence of the target gene is MAETLEFNDIFQEVKGSMNDGRLRLSRQGIIFKNSKTGKVDNIQAGELTEGIWRRVALGHGLKLLTKNGHVYKYDGFRESEFEKLSDFFKTHYRLELMEKDLCVKGWNWGTVKFGGQLLSFDIGDQPVFEIPLSNVSQCTTGKNEVTLEFHQNDDAEVSLMEVRFYVPPTQEDGVDPVEAFAQNVLSKADVIQATGDAICIFRELQCLTPRGRYDIRIYPTFLHLHGKTFDYKIPYTTVLRLFLLPHKDQRQMFFVISLDPPIKQGQTRYHFLILLFSKDEDISLTLNMNEEEVEKRFEG.... Result: 0 (no interaction).